This data is from Forward reaction prediction with 1.9M reactions from USPTO patents (1976-2016). The task is: Predict the product of the given reaction. Given the reactants [CH:1]1([C:6]2[N:10]([C:11]3[CH:16]=[CH:15][CH:14]=[CH:13][C:12]=3[F:17])[N:9]=[N:8][C:7]=2[C:18]([OH:20])=O)[CH2:5][CH2:4][CH2:3][CH2:2]1.O[N:22]=[C:23]([NH2:30])[C:24]1[CH:29]=[CH:28][CH:27]=[N:26][CH:25]=1, predict the reaction product. The product is: [CH:1]1([C:6]2[N:10]([C:11]3[CH:16]=[CH:15][CH:14]=[CH:13][C:12]=3[F:17])[N:9]=[N:8][C:7]=2[C:18]2[O:20][N:30]=[C:23]([C:24]3[CH:25]=[N:26][CH:27]=[CH:28][CH:29]=3)[N:22]=2)[CH2:2][CH2:3][CH2:4][CH2:5]1.